Dataset: Full USPTO retrosynthesis dataset with 1.9M reactions from patents (1976-2016). Task: Predict the reactants needed to synthesize the given product. (1) Given the product [F:16][C:17]1[CH:18]=[C:19]([NH:20][C:12]([C@H:3]2[C@H:4]([C:5]3[CH:6]=[C:7]([CH3:11])[CH:8]=[CH:9][CH:10]=3)[C:2]2([CH3:1])[CH3:15])=[O:14])[CH:21]=[CH:22][C:23]=1[F:24], predict the reactants needed to synthesize it. The reactants are: [CH3:1][C:2]1([CH3:15])[C@@H:4]([C:5]2[CH:6]=[C:7]([CH3:11])[CH:8]=[CH:9][CH:10]=2)[C@@H:3]1[C:12]([OH:14])=O.[F:16][C:17]1[CH:18]=[C:19]([CH:21]=[CH:22][C:23]=1[F:24])[NH2:20]. (2) Given the product [C:13]([O:17][C:18](=[O:23])[CH:19]([S:11][C:8]1[S:9][CH:10]=[C:6]([CH2:5][C:4]([O:3][CH2:1][CH3:2])=[O:12])[N:7]=1)[CH2:20][CH3:21])([CH3:16])([CH3:15])[CH3:14], predict the reactants needed to synthesize it. The reactants are: [CH2:1]([O:3][C:4](=[O:12])[CH2:5][C:6]1[N:7]=[C:8]([SH:11])[S:9][CH:10]=1)[CH3:2].[C:13]([O:17][C:18](=[O:23])[CH:19](Br)[CH2:20][CH3:21])([CH3:16])([CH3:15])[CH3:14]. (3) Given the product [F:8][C:5]1[CH:4]=[CH:3][C:2]([C:10]([CH3:12])=[CH2:11])=[CH:7][N:6]=1, predict the reactants needed to synthesize it. The reactants are: Br[C:2]1[CH:3]=[CH:4][C:5]([F:8])=[N:6][CH:7]=1.[B-](F)(F)(F)[C:10]([CH3:12])=[CH2:11].[K+].C(=O)([O-])[O-].[K+].[K+]. (4) Given the product [N:18]1([CH2:17][CH2:16][CH2:15][C:11]2[CH:12]=[C:13]3[C:8](=[CH:9][CH:10]=2)[NH:7][C:6]([CH2:4][OH:3])=[CH:14]3)[CH2:22][CH2:21][CH2:20][CH2:19]1, predict the reactants needed to synthesize it. The reactants are: C([O:3][C:4]([C:6]1[NH:7][C:8]2[C:13]([CH:14]=1)=[CH:12][C:11]([CH2:15][CH2:16][C:17](=O)[N:18]1[CH2:22][CH2:21][CH2:20][CH2:19]1)=[CH:10][CH:9]=2)=O)C.[H-].[Al+3].[Li+].[H-].[H-].[H-].O.[OH-].[Na+]. (5) Given the product [F:20][C:18]1[CH:19]=[C:14]([C@@H:11]2[CH2:12][CH2:13][NH:8][CH2:9][C@H:10]2[C:22]2[CH:27]=[CH:26][C:25]([C:28]3[CH:33]=[CH:32][CH:31]=[CH:30][C:29]=3[CH2:34][O:35][C:60]3[CH:61]=[N:56][CH:57]=[CH:58][CH:59]=3)=[CH:24][C:23]=2[CH3:38])[CH:15]=[C:16]([F:21])[CH:17]=1, predict the reactants needed to synthesize it. The reactants are: C(OC([N:8]1[CH2:13][CH2:12][C@@H:11]([C:14]2[CH:19]=[C:18]([F:20])[CH:17]=[C:16]([F:21])[CH:15]=2)[C@H:10]([C:22]2[CH:27]=[CH:26][C:25]([C:28]3[CH:33]=[CH:32][CH:31]=[CH:30][C:29]=3[CH2:34][OH:35])=[CH:24][C:23]=2Cl)[CH2:9]1)=O)(C)(C)C.O[C:38]1C=NC=CC=1.N(C([N:56]1[CH2:61][CH2:60][CH2:59][CH2:58][CH2:57]1)=O)=NC([N:56]1[CH2:61][CH2:60][CH2:59][CH2:58][CH2:57]1)=O.C(P(CCCC)CCCC)CCC. (6) Given the product [OH:9][C:4]1[CH:3]=[C:2]([NH:1][C:23]([C:22]2[N:18]([CH3:17])[N:19]=[C:20]([CH3:26])[CH:21]=2)=[O:24])[CH:7]=[C:6]([CH3:8])[CH:5]=1, predict the reactants needed to synthesize it. The reactants are: [NH2:1][C:2]1[CH:3]=[C:4]([OH:9])[CH:5]=[C:6]([CH3:8])[CH:7]=1.C(N(CC)CC)C.[CH3:17][N:18]1[C:22]([C:23](Cl)=[O:24])=[CH:21][C:20]([CH3:26])=[N:19]1.C(=O)([O-])[O-].[Na+].[Na+].